This data is from Full USPTO retrosynthesis dataset with 1.9M reactions from patents (1976-2016). The task is: Predict the reactants needed to synthesize the given product. (1) Given the product [Br:25][C:26]1[CH:31]=[CH:30][C:29]([C@@H:32]([C@H:36]2[N:37]([C:43]([O:45][C:46]([CH3:47])([CH3:48])[CH3:49])=[O:44])[C:38]([CH3:41])([CH3:42])[CH2:39][CH2:40]2)[C:33]([N:66]2[CH2:67][CH2:68][N:63]([C:61]3[C:62]4[C@H:54]([CH3:53])[CH2:55][C@@H:56]([OH:69])[C:57]=4[N:58]=[CH:59][N:60]=3)[CH2:64][CH2:65]2)=[O:35])=[C:28]([F:50])[CH:27]=1, predict the reactants needed to synthesize it. The reactants are: CN(C(ON1N=NC2C=CC=NC1=2)=[N+](C)C)C.F[P-](F)(F)(F)(F)F.[Br:25][C:26]1[CH:31]=[CH:30][C:29]([C@H:32]([C@@H:36]2[CH2:40][CH2:39][C:38]([CH3:42])([CH3:41])[N:37]2[C:43]([O:45][C:46]([CH3:49])([CH3:48])[CH3:47])=[O:44])[C:33]([OH:35])=O)=[C:28]([F:50])[CH:27]=1.Cl.Cl.[CH3:53][C@H:54]1[C:62]2[C:61]([N:63]3[CH2:68][CH2:67][NH:66][CH2:65][CH2:64]3)=[N:60][CH:59]=[N:58][C:57]=2[C@@H:56]([OH:69])[CH2:55]1.C(N(C(C)C)C(C)C)C. (2) Given the product [O:3]1[C:8]2=[CH:9][CH:10]=[CH:11][C:7]2=[CH:6][C:5]([CH:12]2[CH2:17][CH2:16][CH2:15][CH2:14][N:13]2[CH2:18][CH2:19][C@H:20]2[CH2:21][CH2:22][C@H:23]([NH:26][C:36](=[O:37])[C:35]3[CH:34]=[CH:33][C:32]([O:31][C:27]([CH3:29])([CH3:28])[CH3:30])=[CH:40][CH:39]=3)[CH2:24][CH2:25]2)=[CH:4]1, predict the reactants needed to synthesize it. The reactants are: Cl.Cl.[O:3]1[C:8]2=[CH:9][CH:10]=[CH:11][C:7]2=[CH:6][C:5]([CH:12]2[CH2:17][CH2:16][CH2:15][CH2:14][N:13]2[CH2:18][CH2:19][C@H:20]2[CH2:25][CH2:24][C@H:23]([NH2:26])[CH2:22][CH2:21]2)=[CH:4]1.[C:27]([O:31][C:32]1[CH:40]=[CH:39][C:35]([C:36](O)=[O:37])=[CH:34][CH:33]=1)([CH3:30])([CH3:29])[CH3:28]. (3) Given the product [CH2:29]([N:18]([C:19]([O:21][CH2:22][C:23]1[CH:24]=[CH:25][CH:26]=[CH:27][CH:28]=1)=[O:20])[C:15]1[C:16](=[O:17])[N:11]2[C@@H:10]([C:32](=[O:54])[NH:33][CH2:34][C:35]3[CH:40]=[CH:39][C:38]([C:41]([NH:43][C:44]([O:46][CH2:47][C:48]4[CH:49]=[CH:50][CH:51]=[CH:52][CH:53]=4)=[O:45])=[NH:42])=[CH:37][CH:36]=3)[CH2:9][C@:8]([CH2:7][C:6]([OH:56])=[O:5])([CH3:55])[C:12]2=[N:13][CH:14]=1)[CH:30]=[CH2:31], predict the reactants needed to synthesize it. The reactants are: C([O:5][C:6](=[O:56])[CH2:7][C@@:8]1([CH3:55])[C:12]2=[N:13][CH:14]=[C:15]([N:18]([CH2:29][CH:30]=[CH2:31])[C:19]([O:21][CH2:22][C:23]3[CH:28]=[CH:27][CH:26]=[CH:25][CH:24]=3)=[O:20])[C:16](=[O:17])[N:11]2[C@@H:10]([C:32](=[O:54])[NH:33][CH2:34][C:35]2[CH:40]=[CH:39][C:38]([C:41]([NH:43][C:44]([O:46][CH2:47][C:48]3[CH:53]=[CH:52][CH:51]=[CH:50][CH:49]=3)=[O:45])=[NH:42])=[CH:37][CH:36]=2)[CH2:9]1)(C)(C)C.